This data is from Full USPTO retrosynthesis dataset with 1.9M reactions from patents (1976-2016). The task is: Predict the reactants needed to synthesize the given product. The reactants are: [CH3:1][O:2][C:3](=[O:22])[C:4]1[C:5](=[CH:10][C:11]([O:14][C:15]2[CH:20]=[CH:19][CH:18]=[CH:17][C:16]=2[NH2:21])=[CH:12][CH:13]=1)[C:6]([O:8][CH3:9])=[O:7].[CH2:23]([O:25][C:26]([CH:28]=[CH:29][C:30](Cl)=[O:31])=[O:27])[CH3:24]. Given the product [CH3:1][O:2][C:3](=[O:22])[C:4]1[C:5](=[CH:10][C:11]([O:14][C:15]2[CH:20]=[CH:19][CH:18]=[CH:17][C:16]=2[NH:21][C:30](=[O:31])[CH:29]=[CH:28][C:26]([O:25][CH2:23][CH3:24])=[O:27])=[CH:12][CH:13]=1)[C:6]([O:8][CH3:9])=[O:7], predict the reactants needed to synthesize it.